Dataset: TCR-epitope binding with 47,182 pairs between 192 epitopes and 23,139 TCRs. Task: Binary Classification. Given a T-cell receptor sequence (or CDR3 region) and an epitope sequence, predict whether binding occurs between them. (1) The epitope is FTYASALWEI. The TCR CDR3 sequence is CASSFQGDGRDTQYF. Result: 0 (the TCR does not bind to the epitope). (2) The epitope is NYSGVVTTVMF. The TCR CDR3 sequence is CASSSGSFYEQYF. Result: 0 (the TCR does not bind to the epitope). (3) The epitope is FSKQLQQSM. The TCR CDR3 sequence is CASSPGTVYGYTF. Result: 0 (the TCR does not bind to the epitope).